Task: Predict the reaction yield, written as a fraction of the theoretical maximum amount of product (1.0 means a 100% yield; for example, 0.34 means a 34% yield).. Dataset: Reaction yield outcomes from USPTO patents with 853,638 reactions (1) The reactants are F[C:2]1[CH:9]=[C:8]([F:10])[CH:7]=[CH:6][C:3]=1[C:4]#[N:5].[NH2:11][CH2:12][CH:13]([OH:16])[CH2:14][OH:15].C(N(C(C)C)C(C)C)C.[NH4+].[Cl-]. The catalyst is CS(C)=O. The product is [OH:16][CH:13]([CH2:14][OH:15])[CH2:12][NH:11][C:2]1[CH:9]=[C:8]([F:10])[CH:7]=[CH:6][C:3]=1[C:4]#[N:5]. The yield is 0.414. (2) The reactants are F[C:2](F)(F)[C:3]([OH:5])=O.[CH2:8]([O:10][C:11]([C@H:13]1[CH:17]=[CH:16][CH2:15][NH:14]1)=[O:12])[CH3:9].[C:18]1([O:29][CH2:30][C:31]([OH:33])=O)[CH:23]=[CH:22][CH:21]=[CH:20][C:19]=1[O:24][CH2:25][C:26]([OH:28])=O.C[N:35]1[CH2:40][CH2:39]O[CH2:37][CH2:36]1.O.ON1C2C=CC=C[C:46]=2N=N1.Cl.CN(C)CCCN=C=NCC. The catalyst is ClCCl. The product is [CH2:8]([O:10][C:11]([C@H:13]1[CH:17]=[CH:16][CH2:15][N:14]1[C:26](=[O:28])[CH2:25][O:24][C:19]1[CH:20]=[CH:21][CH:22]=[CH:23][C:18]=1[O:29][CH2:30][C:31]([N:35]1[CH2:40][CH:39]=[CH:37][C@@H:36]1[C:3]([CH2:2][CH3:46])=[O:5])=[O:33])=[O:12])[CH3:9]. The yield is 0.320. (3) The reactants are [O:1]=[C:2]1[NH:6][C:5](=[O:7])[C:4](=[CH:8][C:9]2[CH:14]=[CH:13][C:12]([C:15]3[CH:20]=[CH:19][CH:18]=[C:17]([C:21]([O:23]CC)=[O:22])[CH:16]=3)=[CH:11][CH:10]=2)[S:3]1.O1CCCC1.CO.[OH-].[Na+]. The catalyst is O. The product is [O:1]=[C:2]1[NH:6][C:5](=[O:7])[C:4](=[CH:8][C:9]2[CH:10]=[CH:11][C:12]([C:15]3[CH:20]=[CH:19][CH:18]=[C:17]([C:21]([OH:23])=[O:22])[CH:16]=3)=[CH:13][CH:14]=2)[S:3]1. The yield is 0.940. (4) The reactants are [CH3:1][CH:2]([CH3:39])[C@H:3]([NH:34][C:35](=[O:38])[O:36][CH3:37])[C:4](=[O:33])[N:5]1[C@H:10]([C:11]2[NH:15][C:14]3[C:16]4[C:21]([CH:22]=[CH:23][C:13]=3[N:12]=2)=[CH:20][C:19](B2OC(C)(C)C(C)(C)O2)=[CH:18][CH:17]=4)[CH2:9][C@@H:8]2[C@H:6]1[CH2:7]2.Br[C:41]1[CH:42]=[C:43]2[C:66](=[CH:67][CH:68]=1)[C:47]1[NH:48][C:49]([C@@H:51]3[CH2:55][C@H:54]([CH2:56][O:57][CH3:58])[CH2:53][N:52]3[C:59]([O:61][C:62]([CH3:65])([CH3:64])[CH3:63])=[O:60])=[N:50][C:46]=1[CH:45]=[CH:44]2.[O-]P([O-])([O-])=O.[K+].[K+].[K+]. The catalyst is COCCOC.C1C=CC([P]([Pd]([P](C2C=CC=CC=2)(C2C=CC=CC=2)C2C=CC=CC=2)([P](C2C=CC=CC=2)(C2C=CC=CC=2)C2C=CC=CC=2)[P](C2C=CC=CC=2)(C2C=CC=CC=2)C2C=CC=CC=2)(C2C=CC=CC=2)C2C=CC=CC=2)=CC=1. The product is [CH3:37][O:36][C:35]([NH:34][C@@H:3]([CH:2]([CH3:1])[CH3:39])[C:4]([N:5]1[C@H:10]([C:11]2[NH:15][C:14]3[C:16]4[C:21]([CH:22]=[CH:23][C:13]=3[N:12]=2)=[CH:20][C:19]([C:41]2[CH:42]=[C:43]3[C:66](=[CH:67][CH:68]=2)[C:47]2[NH:48][C:49]([C@@H:51]5[CH2:55][C@H:54]([CH2:56][O:57][CH3:58])[CH2:53][N:52]5[C:59]([O:61][C:62]([CH3:65])([CH3:63])[CH3:64])=[O:60])=[N:50][C:46]=2[CH:45]=[CH:44]3)=[CH:18][CH:17]=4)[CH2:9][C@@H:8]2[C@H:6]1[CH2:7]2)=[O:33])=[O:38]. The yield is 0.710. (5) The reactants are CC1(C)C(C)(C)OB([C:9]2[CH:10]=[C:11]3[C:17]([C:18]4[CH:23]=[CH:22][C:21]([O:24]S(C5C=CC(C)=CC=5)(=O)=O)=[CH:20][CH:19]=4)=[CH:16][N:15](S(C4C=CC(C)=CC=4)(=O)=O)[C:12]3=[N:13][CH:14]=2)O1.C(#N)C.C(=O)([O-])[O-].[Na+].[Na+].Br[C:56]1[N:57]([CH3:61])[CH:58]=[CH:59][N:60]=1. The product is [CH3:61][N:57]1[CH:58]=[CH:59][N:60]=[C:56]1[C:9]1[CH:10]=[C:11]2[C:17]([C:18]3[CH:19]=[CH:20][C:21]([OH:24])=[CH:22][CH:23]=3)=[CH:16][NH:15][C:12]2=[N:13][CH:14]=1. The yield is 0.520. The catalyst is CS(C)=O.CO. (6) The reactants are [C:1]([O:5][C:6]([NH:8][CH2:9][C:10]1[CH:19]=[CH:18][CH:17]=[CH:16][C:11]=1[C:12]([O:14]C)=[O:13])=[O:7])([CH3:4])([CH3:3])[CH3:2].[OH-].[Na+].Cl. The catalyst is C1COCC1. The product is [C:1]([O:5][C:6]([NH:8][CH2:9][C:10]1[CH:19]=[CH:18][CH:17]=[CH:16][C:11]=1[C:12]([OH:14])=[O:13])=[O:7])([CH3:4])([CH3:2])[CH3:3]. The yield is 0.980.